Task: Predict the reaction yield, written as a fraction of the theoretical maximum amount of product (1.0 means a 100% yield; for example, 0.34 means a 34% yield).. Dataset: Reaction yield outcomes from USPTO patents with 853,638 reactions (1) The reactants are C(OC(=O)[NH:7][CH2:8][C:9](=[O:27])[N:10]1[CH2:14][CH2:13][CH:12]([N:15]2[CH2:20][CH2:19][CH:18]([C:21]3[CH:26]=[CH:25][CH:24]=[CH:23][CH:22]=3)[CH2:17][CH2:16]2)[CH2:11]1)(C)(C)C.C(O)(C(F)(F)F)=O.C1(C)C=CC=CC=1. The catalyst is C(Cl)Cl. The product is [NH2:7][CH2:8][C:9]([N:10]1[CH2:14][CH2:13][CH:12]([N:15]2[CH2:16][CH2:17][CH:18]([C:21]3[CH:22]=[CH:23][CH:24]=[CH:25][CH:26]=3)[CH2:19][CH2:20]2)[CH2:11]1)=[O:27]. The yield is 0.970. (2) The reactants are Br[C:2]1[CH:7]=[CH:6][C:5]([N+:8]([O-:10])=[O:9])=[C:4]([F:11])[CH:3]=1.[N+:12]([C:15]1[CH:21]=[C:20](B2OC(C)(C)C(C)(C)O2)[CH:19]=[CH:18][C:16]=1[NH2:17])([O-:14])=[O:13]. The catalyst is COCCOC.O. The product is [F:11][C:4]1[CH:3]=[C:2]([C:20]2[CH:19]=[CH:18][C:16]([NH2:17])=[C:15]([N+:12]([O-:14])=[O:13])[CH:21]=2)[CH:7]=[CH:6][C:5]=1[N+:8]([O-:10])=[O:9]. The yield is 0.450. (3) The reactants are [Cl:1][C:2]1[CH:7]=[CH:6][C:5]([N+:8]([O-:10])=[O:9])=[CH:4][C:3]=1I.C([C:14](CC)([C:18]([O-:20])=[O:19])[C:15]([O-:17])=[O:16])C.[C:23]1(C2C=CC=CC=2O)C=CC=C[CH:24]=1.C(=O)([O-])[O-].[Cs+].[Cs+].[CH2:42]1COC[CH2:43]1. The catalyst is [Cu]I. The product is [CH2:23]([O:20][C:18](=[O:19])[CH:14]([C:3]1[CH:4]=[C:5]([N+:8]([O-:10])=[O:9])[CH:6]=[CH:7][C:2]=1[Cl:1])[C:15]([O:17][CH2:42][CH3:43])=[O:16])[CH3:24]. The yield is 6.88. (4) The reactants are [CH:1]1([CH2:6][CH:7]([C:11]2[CH:16]=[CH:15][C:14]([S:17]([CH3:20])(=[O:19])=[O:18])=[C:13]([C:21]([F:24])([F:23])[F:22])[CH:12]=2)[C:8](O)=[O:9])[CH2:5][CH2:4][CH2:3][CH2:2]1.F[P-](F)(F)(F)(F)F.N1(O[P+](N(C)C)(N(C)C)N(C)C)C2C=CC=CC=2N=N1.[NH2:52][C:53]1[S:54][C:55]2[CH:61]=[CH:60][CH:59]=[CH:58][C:56]=2[N:57]=1.C(N(CC)CC)C. The catalyst is C(Cl)Cl. The product is [S:54]1[C:55]2[CH:61]=[CH:60][CH:59]=[CH:58][C:56]=2[N:57]=[C:53]1[NH:52][C:8](=[O:9])[CH:7]([C:11]1[CH:16]=[CH:15][C:14]([S:17]([CH3:20])(=[O:19])=[O:18])=[C:13]([C:21]([F:24])([F:23])[F:22])[CH:12]=1)[CH2:6][CH:1]1[CH2:5][CH2:4][CH2:3][CH2:2]1. The yield is 0.826. (5) The reactants are [OH:1][C:2]1[CH:9]=[C:8]([OH:10])[CH:7]=[CH:6][C:3]=1[CH:4]=[O:5].C(=O)(O)[O-].[K+].Br[CH2:17][CH2:18][CH2:19][OH:20].O. The catalyst is C(#N)C. The product is [OH:1][C:2]1[CH:9]=[C:8]([O:10][CH2:17][CH2:18][CH2:19][OH:20])[CH:7]=[CH:6][C:3]=1[CH:4]=[O:5]. The yield is 0.410. (6) The catalyst is O1CCCC1. The product is [Br:13][C:7]1[C:6]2[O:14][CH2:2][C:3](=[O:4])[C:5]=2[C:10]([O:11][CH3:12])=[CH:9][CH:8]=1. The reactants are Br[CH2:2][C:3]([C:5]1[C:10]([O:11][CH3:12])=[CH:9][CH:8]=[C:7]([Br:13])[C:6]=1[O:14][Si](C(C)(C)C)(C)C)=[O:4].[F-].C([N+](CCCC)(CCCC)CCCC)CCC. The yield is 0.0930. (7) The reactants are C[O:2][C:3](=[O:32])[CH2:4][C:5]1[CH:10]=[CH:9][C:8]([C:11]#[C:12][C:13]2[CH:22]=[C:21]([O:23][CH3:24])[C:20]3[CH:19]([N:25]([CH:27]4[CH2:29][CH2:28]4)[CH3:26])[CH2:18][CH2:17][C:16]([CH3:31])([CH3:30])[C:15]=3[CH:14]=2)=[CH:7][CH:6]=1.[OH-].[Li+]. The catalyst is CO.O1CCCC1. The product is [CH:27]1([N:25]([CH3:26])[CH:19]2[CH2:18][CH2:17][C:16]([CH3:31])([CH3:30])[C:15]3[CH:14]=[C:13]([C:12]#[C:11][C:8]4[CH:7]=[CH:6][C:5]([CH2:4][C:3]([OH:32])=[O:2])=[CH:10][CH:9]=4)[CH:22]=[C:21]([O:23][CH3:24])[C:20]2=3)[CH2:28][CH2:29]1. The yield is 0.600.